This data is from hERG Central: cardiac toxicity at 1µM, 10µM, and general inhibition. The task is: Predict hERG channel inhibition at various concentrations. (1) The molecule is O=C(CN1CCN(Cc2ccccc2Cl)CC1)N/N=C/C=C/c1ccco1. Results: hERG_inhib (hERG inhibition (general)): blocker. (2) The compound is O=C(NCc1ccccc1Cl)C1CCN(S(=O)(=O)c2cccs2)CC1. Results: hERG_inhib (hERG inhibition (general)): blocker. (3) The drug is COC(C(=O)Nc1ccnn1C1CCN(Cc2ccc(C)s2)CC1)c1ccccc1. Results: hERG_inhib (hERG inhibition (general)): blocker. (4) The molecule is CCN(CC)CCOc1nnc(-c2ccc(OC)cc2)c2ccccc12. Results: hERG_inhib (hERG inhibition (general)): blocker. (5) The drug is COC(=O)c1ccc(NC(=O)CCN2CCN(Cc3ccccc3)CC2)cc1. Results: hERG_inhib (hERG inhibition (general)): blocker. (6) The molecule is CCCNc1c(NS(=O)(=O)c2ccc(C)cc2C)c(=O)oc2ccccc12. Results: hERG_inhib (hERG inhibition (general)): blocker.